Predict which catalyst facilitates the given reaction. From a dataset of Catalyst prediction with 721,799 reactions and 888 catalyst types from USPTO. (1) Reactant: [Cl:1][C:2]1[C:3]([C:11]#[N:12])=[N:4][CH:5]=[C:6]([N+:8]([O-])=O)[CH:7]=1.[Cl-].[Ca+2].[Cl-]. Product: [NH2:8][C:6]1[CH:7]=[C:2]([Cl:1])[C:3]([C:11]#[N:12])=[N:4][CH:5]=1. The catalyst class is: 186. (2) Reactant: [H-].[H-].[H-].[H-].[Li+].[Al+3].[CH3:7][C:8]1[CH:9]=[C:10]([CH:14]=[CH:15][C:16]=1[C:17]1[CH:22]=[CH:21][CH:20]=[CH:19][C:18]=1[CH3:23])[C:11](O)=[O:12].O.[OH-].[K+]. Product: [CH3:7][C:8]1[CH:9]=[C:10]([CH2:11][OH:12])[CH:14]=[CH:15][C:16]=1[C:17]1[CH:22]=[CH:21][CH:20]=[CH:19][C:18]=1[CH3:23]. The catalyst class is: 28. (3) Reactant: N[C@@H:2]1[CH2:6][CH2:5][N:4]([CH2:7][CH2:8][CH2:9][O:10][C:11]2[CH:16]=[CH:15][C:14]([C:17]3[CH:22]=[CH:21][C:20]([C:23]#[N:24])=[CH:19][CH:18]=3)=[CH:13][CH:12]=2)[CH2:3]1.N1CC[C@@H]([OH:30])C1.C(=O)([O-])[O-].[K+].[K+].[I-].[K+]. Product: [OH:30][C@@H:2]1[CH2:6][CH2:5][N:4]([CH2:7][CH2:8][CH2:9][O:10][C:11]2[CH:16]=[CH:15][C:14]([C:17]3[CH:22]=[CH:21][C:20]([C:23]#[N:24])=[CH:19][CH:18]=3)=[CH:13][CH:12]=2)[CH2:3]1. The catalyst class is: 131.